The task is: Predict the product of the given reaction.. This data is from Forward reaction prediction with 1.9M reactions from USPTO patents (1976-2016). Given the reactants [NH:1]1[C:5]2[CH:6]=[CH:7][CH:8]=[CH:9][C:4]=2[N:3]=[C:2]1[CH2:10][CH2:11][C:12]([OH:14])=O.CN(C(ON1N=NC2C=CC=NC1=2)=[N+](C)C)C.F[P-](F)(F)(F)(F)F.[NH2:39][CH2:40][C@@H:41]([OH:53])[CH2:42][N:43]1[CH2:52][CH2:51][C:50]2[C:45](=[CH:46][CH:47]=[CH:48][CH:49]=2)[CH2:44]1, predict the reaction product. The product is: [NH:3]1[C:4]2[CH:9]=[CH:8][CH:7]=[CH:6][C:5]=2[N:1]=[C:2]1[CH2:10][CH2:11][C:12]([NH:39][CH2:40][C@@H:41]([OH:53])[CH2:42][N:43]1[CH2:52][CH2:51][C:50]2[C:45](=[CH:46][CH:47]=[CH:48][CH:49]=2)[CH2:44]1)=[O:14].